From a dataset of Catalyst prediction with 721,799 reactions and 888 catalyst types from USPTO. Predict which catalyst facilitates the given reaction. (1) Reactant: [NH:1]1[C:9]2[C:4](=[CH:5][CH:6]=[CH:7][CH:8]=2)[CH2:3][CH2:2]1.Br[C:11]1[CH:16]=[CH:15][C:14]([C:17]([N:19]2[CH2:24][CH2:23][N:22]([C:25]([O:27][C:28]([CH3:31])([CH3:30])[CH3:29])=[O:26])[CH2:21][CH2:20]2)=[O:18])=[CH:13][CH:12]=1.C([O-])([O-])=O.[Cs+].[Cs+]. Product: [N:1]1([C:11]2[CH:16]=[CH:15][C:14]([C:17]([N:19]3[CH2:20][CH2:21][N:22]([C:25]([O:27][C:28]([CH3:29])([CH3:31])[CH3:30])=[O:26])[CH2:23][CH2:24]3)=[O:18])=[CH:13][CH:12]=2)[C:9]2[C:4](=[CH:5][CH:6]=[CH:7][CH:8]=2)[CH2:3][CH2:2]1. The catalyst class is: 11. (2) Reactant: [CH3:1][S:2]([N:5](S(C)(=O)=O)[C:6]1[C:25]([CH:26]2[CH2:28][CH2:27]2)=[CH:24][C:9]2[C:10]([C:20]([O:22]C)=[O:21])=[C:11]([C:13]3[CH:18]=[CH:17][C:16]([F:19])=[CH:15][CH:14]=3)[O:12][C:8]=2[CH:7]=1)(=[O:4])=[O:3].[OH-].[K+]. Product: [CH:26]1([C:25]2[C:6]([NH:5][S:2]([CH3:1])(=[O:4])=[O:3])=[CH:7][C:8]3[O:12][C:11]([C:13]4[CH:18]=[CH:17][C:16]([F:19])=[CH:15][CH:14]=4)=[C:10]([C:20]([OH:22])=[O:21])[C:9]=3[CH:24]=2)[CH2:27][CH2:28]1. The catalyst class is: 40. (3) The catalyst class is: 12. Product: [Cl:32][C:10]1[CH:9]=[C:8]([OH:7])[CH:13]=[CH:12][C:11]=1[NH:14][C:15]([C:17]1[N:21]=[C:20]([C:22]([Cl:23])([Cl:25])[Cl:24])[N:19]([C:26]2[CH:27]=[CH:28][CH:29]=[CH:30][CH:31]=2)[N:18]=1)=[O:16]. Reactant: C(=O)([O:7][C:8]1[CH:13]=[CH:12][C:11]([NH:14][C:15]([C:17]2[N:21]=[C:20]([C:22]([Cl:25])([Cl:24])[Cl:23])[N:19]([C:26]3[CH:31]=[CH:30][CH:29]=[CH:28][CH:27]=3)[N:18]=2)=[O:16])=[C:10]([Cl:32])[CH:9]=1)OC(C)(C)C.Cl. (4) Reactant: C([O:3][C:4](=[O:29])[C:5]1[C:10]([NH:11][C:12]2[C:13]3[O:28][CH2:27][CH2:26][C:14]=3[N:15]=[C:16]([C:18]3[CH:23]=[C:22]([Cl:24])[CH:21]=[CH:20][C:19]=3[F:25])[N:17]=2)=[CH:9][CH:8]=[N:7][CH:6]=1)C.[OH-].[Na+]. Product: [Cl:24][C:22]1[CH:21]=[CH:20][C:19]([F:25])=[C:18]([C:16]2[N:17]=[C:12]([NH:11][C:10]3[C:5]([C:4]([OH:29])=[O:3])=[CH:6][N:7]=[CH:8][CH:9]=3)[C:13]3[O:28][CH2:27][CH2:26][C:14]=3[N:15]=2)[CH:23]=1. The catalyst class is: 5.